From a dataset of Full USPTO retrosynthesis dataset with 1.9M reactions from patents (1976-2016). Predict the reactants needed to synthesize the given product. Given the product [Br:1][C:2]1[CH:9]=[C:8]([CH:10]([O:17][CH2:24][C:23]2[CH:26]=[CH:27][C:20]([C:18]#[N:19])=[CH:21][CH:22]=2)[C:11]2[N:15]([CH3:16])[CH:14]=[N:13][CH:12]=2)[CH:7]=[CH:6][C:3]=1[C:4]#[N:5], predict the reactants needed to synthesize it. The reactants are: [Br:1][C:2]1[CH:9]=[C:8]([CH:10]([OH:17])[C:11]2[N:15]([CH3:16])[CH:14]=[N:13][CH:12]=2)[CH:7]=[CH:6][C:3]=1[C:4]#[N:5].[C:18]([C:20]1[CH:27]=[CH:26][C:23]([CH2:24]Br)=[CH:22][CH:21]=1)#[N:19].